This data is from Full USPTO retrosynthesis dataset with 1.9M reactions from patents (1976-2016). The task is: Predict the reactants needed to synthesize the given product. (1) Given the product [OH:19][C:18]1[C:17]2[C:12](=[CH:13][C:14]([O:20][CH3:21])=[CH:15][CH:16]=2)[N:11]=[CH:10][C:9]=1[NH:8][C:1](=[O:5])[CH2:2][CH2:3][CH3:4], predict the reactants needed to synthesize it. The reactants are: [C:1](Cl)(=[O:5])[CH2:2][CH2:3][CH3:4].Cl.[NH2:8][C:9]1[CH:10]=[N:11][C:12]2[C:17]([C:18]=1[OH:19])=[CH:16][CH:15]=[C:14]([O:20][CH3:21])[CH:13]=2.C(N(CC)CC)C.ClCCl. (2) Given the product [CH3:1][CH:2]([O:4][C:5]1[CH:6]=[C:7]([O:17][C:18]2[CH:23]=[CH:22][C:21]([S:24]([CH3:27])(=[O:26])=[O:25])=[CH:20][CH:19]=2)[CH:8]=[C:9]2[C:13]=1[NH:12][C:11]([C:14]([NH2:31])=[O:16])=[CH:10]2)[CH3:3], predict the reactants needed to synthesize it. The reactants are: [CH3:1][CH:2]([O:4][C:5]1[CH:6]=[C:7]([O:17][C:18]2[CH:23]=[CH:22][C:21]([S:24]([CH3:27])(=[O:26])=[O:25])=[CH:20][CH:19]=2)[CH:8]=[C:9]2[C:13]=1[NH:12][C:11]([C:14]([OH:16])=O)=[CH:10]2)[CH3:3].Cl.C([N:31]=C=NCCCN(C)C)C.ON1C2C=CC=CC=2N=N1.[OH-].[NH4+]. (3) Given the product [Cl:1][C:2]1[CH:27]=[CH:26][CH:25]=[CH:24][C:3]=1[C:4]([NH:6][C:7](=[O:23])[NH:8][C:9]1[S:10][C:11]2[CH:17]=[C:16]([S:18]([CH2:21][CH2:22][OH:31])(=[O:20])=[O:19])[CH:15]=[CH:14][C:12]=2[N:13]=1)=[O:5], predict the reactants needed to synthesize it. The reactants are: [Cl:1][C:2]1[CH:27]=[CH:26][CH:25]=[CH:24][C:3]=1[C:4]([NH:6][C:7](=[O:23])[NH:8][C:9]1[S:10][C:11]2[CH:17]=[C:16]([S:18]([CH:21]=[CH2:22])(=[O:20])=[O:19])[CH:15]=[CH:14][C:12]=2[N:13]=1)=[O:5].C1C[O:31]CC1. (4) Given the product [C:18]1([CH:24]([C:30]2[CH:35]=[CH:34][CH:33]=[CH:32][CH:31]=2)[N:25]2[CH2:28][C:27](=[C:11]([CH3:17])[C:12]([O:14][CH2:15][CH3:16])=[O:13])[CH2:26]2)[CH:19]=[CH:20][CH:21]=[CH:22][CH:23]=1, predict the reactants needed to synthesize it. The reactants are: [H-].[Na+].C(OP([CH:11]([CH3:17])[C:12]([O:14][CH2:15][CH3:16])=[O:13])(OCC)=O)C.[C:18]1([CH:24]([C:30]2[CH:35]=[CH:34][CH:33]=[CH:32][CH:31]=2)[N:25]2[CH2:28][C:27](=O)[CH2:26]2)[CH:23]=[CH:22][CH:21]=[CH:20][CH:19]=1.O. (5) The reactants are: Cl.[C:2]([C:6]1[CH:29]=[CH:28][C:9]2[NH:10][C:11]([C@@H:13]([NH:20]C(=O)OC(C)(C)C)[C@@H:14]([CH3:19])[C:15]([NH:17][CH3:18])=[O:16])=[N:12][C:8]=2[CH:7]=1)([CH3:5])([CH3:4])[CH3:3]. Given the product [NH2:20][C@H:13]([C:11]1[NH:12][C:8]2[CH:7]=[C:6]([C:2]([CH3:3])([CH3:5])[CH3:4])[CH:29]=[CH:28][C:9]=2[N:10]=1)[C@@H:14]([CH3:19])[C:15]([NH:17][CH3:18])=[O:16], predict the reactants needed to synthesize it. (6) Given the product [Cl:1][C:2]1[CH:3]=[C:4]([CH:16]([CH3:17])[CH2:15][CH:14]=[O:18])[CH:5]=[CH:6][CH:7]=1, predict the reactants needed to synthesize it. The reactants are: [Cl:1][C:2]1[CH:3]=[C:4](I)[CH:5]=[CH:6][CH:7]=1.C(=O)(O)[O-].[Na+].[CH2:14]([OH:18])[CH:15]=[CH:16][CH3:17].O.